Dataset: Forward reaction prediction with 1.9M reactions from USPTO patents (1976-2016). Task: Predict the product of the given reaction. Given the reactants Br[C:2]1[CH:16]=[CH:15][C:14]([O:17][CH3:18])=[CH:13][C:3]=1[O:4][C:5]1[CH:12]=[CH:11][C:8]([C:9]#[N:10])=[CH:7][CH:6]=1.C(=O)([O-])[O-].[Na+].[Na+].O, predict the reaction product. The product is: [CH3:18][O:17][C:14]1[CH:15]=[CH:16][C:2]2[C:6]3[CH:7]=[C:8]([C:9]#[N:10])[CH:11]=[CH:12][C:5]=3[O:4][C:3]=2[CH:13]=1.